Dataset: NCI-60 drug combinations with 297,098 pairs across 59 cell lines. Task: Regression. Given two drug SMILES strings and cell line genomic features, predict the synergy score measuring deviation from expected non-interaction effect. (1) Drug 1: CC1=C(C=C(C=C1)NC(=O)C2=CC=C(C=C2)CN3CCN(CC3)C)NC4=NC=CC(=N4)C5=CN=CC=C5. Drug 2: CS(=O)(=O)OCCCCOS(=O)(=O)C. Cell line: HS 578T. Synergy scores: CSS=5.12, Synergy_ZIP=-3.25, Synergy_Bliss=-3.65, Synergy_Loewe=-2.69, Synergy_HSA=-2.38. (2) Drug 1: C1C(C(OC1N2C=C(C(=O)NC2=O)F)CO)O. Drug 2: CC(C)CN1C=NC2=C1C3=CC=CC=C3N=C2N. Cell line: MDA-MB-435. Synergy scores: CSS=3.58, Synergy_ZIP=-0.851, Synergy_Bliss=3.05, Synergy_Loewe=-1.92, Synergy_HSA=0.238. (3) Drug 1: C(=O)(N)NO. Drug 2: C1=NC2=C(N=C(N=C2N1C3C(C(C(O3)CO)O)F)Cl)N. Cell line: T-47D. Synergy scores: CSS=0.452, Synergy_ZIP=0.0899, Synergy_Bliss=-0.696, Synergy_Loewe=-3.21, Synergy_HSA=-2.78. (4) Synergy scores: CSS=49.1, Synergy_ZIP=5.62, Synergy_Bliss=3.08, Synergy_Loewe=10.7, Synergy_HSA=8.43. Drug 2: CC1CCCC2(C(O2)CC(NC(=O)CC(C(C(=O)C(C1O)C)(C)C)O)C(=CC3=CSC(=N3)C)C)C. Drug 1: CC1=C2C(C(=O)C3(C(CC4C(C3C(C(C2(C)C)(CC1OC(=O)C(C(C5=CC=CC=C5)NC(=O)OC(C)(C)C)O)O)OC(=O)C6=CC=CC=C6)(CO4)OC(=O)C)O)C)O. Cell line: SF-268. (5) Drug 1: CC1C(C(CC(O1)OC2CC(CC3=C2C(=C4C(=C3O)C(=O)C5=C(C4=O)C(=CC=C5)OC)O)(C(=O)C)O)N)O.Cl. Drug 2: C1=C(C(=O)NC(=O)N1)N(CCCl)CCCl. Cell line: SF-268. Synergy scores: CSS=43.0, Synergy_ZIP=0.455, Synergy_Bliss=5.49, Synergy_Loewe=4.12, Synergy_HSA=5.90. (6) Drug 1: CC1CCC2CC(C(=CC=CC=CC(CC(C(=O)C(C(C(=CC(C(=O)CC(OC(=O)C3CCCCN3C(=O)C(=O)C1(O2)O)C(C)CC4CCC(C(C4)OC)O)C)C)O)OC)C)C)C)OC. Drug 2: CCC1=C2CN3C(=CC4=C(C3=O)COC(=O)C4(CC)O)C2=NC5=C1C=C(C=C5)O. Cell line: RXF 393. Synergy scores: CSS=-1.36, Synergy_ZIP=-1.95, Synergy_Bliss=-2.32, Synergy_Loewe=-4.61, Synergy_HSA=-3.75. (7) Drug 1: C1CCC(CC1)NC(=O)N(CCCl)N=O. Drug 2: COC1=NC(=NC2=C1N=CN2C3C(C(C(O3)CO)O)O)N. Cell line: COLO 205. Synergy scores: CSS=20.7, Synergy_ZIP=-1.65, Synergy_Bliss=7.42, Synergy_Loewe=-3.74, Synergy_HSA=3.05.